From a dataset of Peptide-MHC class II binding affinity with 134,281 pairs from IEDB. Regression. Given a peptide amino acid sequence and an MHC pseudo amino acid sequence, predict their binding affinity value. This is MHC class II binding data. (1) The MHC is DRB3_0101 with pseudo-sequence DRB3_0101. The binding affinity (normalized) is 0. The peptide sequence is FSGVAATESAYLAYR. (2) The peptide sequence is ADSVKGRFTISRDNS. The MHC is DRB1_0802 with pseudo-sequence DRB1_0802. The binding affinity (normalized) is 0.394. (3) The peptide sequence is MTLKGTSYKICTDKM. The MHC is HLA-DQA10102-DQB10501 with pseudo-sequence HLA-DQA10102-DQB10501. The binding affinity (normalized) is 0.322. (4) The peptide sequence is EKKYFAPTQFEPLAA. The MHC is HLA-DQA10301-DQB10302 with pseudo-sequence HLA-DQA10301-DQB10302. The binding affinity (normalized) is 0.330. (5) The peptide sequence is NLYKLHGGHVSCRVK. The MHC is HLA-DQA10601-DQB10402 with pseudo-sequence HLA-DQA10601-DQB10402. The binding affinity (normalized) is 0.495. (6) The peptide sequence is VAPVIKARMMEYGTTMVSYQ. The MHC is DRB1_0403 with pseudo-sequence DRB1_0403. The binding affinity (normalized) is 0.318. (7) The binding affinity (normalized) is 0.611. The peptide sequence is TRSVETDKGPLDKEA. The MHC is DRB1_0301 with pseudo-sequence DRB1_0301.